From a dataset of Full USPTO retrosynthesis dataset with 1.9M reactions from patents (1976-2016). Predict the reactants needed to synthesize the given product. (1) Given the product [CH3:17][C:15]1[CH:14]=[CH:13][N:12]=[C:11]([O:1][C:2]2[CH:3]=[C:4]([CH:7]=[CH:8][CH:9]=2)[C:5]#[N:6])[CH:16]=1, predict the reactants needed to synthesize it. The reactants are: [OH:1][C:2]1[CH:3]=[C:4]([CH:7]=[CH:8][CH:9]=1)[C:5]#[N:6].F[C:11]1[CH:16]=[C:15]([CH3:17])[CH:14]=[CH:13][N:12]=1. (2) Given the product [Cl:13][C:6]1[CH:5]=[C:4]([CH2:3][O:2][CH3:1])[N:9]=[CH:8][N:7]=1, predict the reactants needed to synthesize it. The reactants are: [CH3:1][O:2][CH2:3][C:4]1[N:9]=[CH:8][N:7]=[C:6](O)[CH:5]=1.P(Cl)(Cl)([Cl:13])=O. (3) The reactants are: [CH3:1][C:2]1([C:15]([O-:17])=[O:16])[CH2:7][CH2:6][N:5]([C:8]([O:10][C:11]([CH3:14])([CH3:13])[CH3:12])=[O:9])[CH2:4][CH2:3]1. Given the product [C:11]([O:10][C:8]([N:5]1[CH2:6][CH2:7][C:2]([CH3:1])([C:15]([OH:17])=[O:16])[CH2:3][CH2:4]1)=[O:9])([CH3:14])([CH3:12])[CH3:13], predict the reactants needed to synthesize it. (4) The reactants are: [Br:1][C:2]1[CH:7]=[CH:6][C:5](/[CH:8]=[CH:9]/[C:10]([O:12][CH3:13])=[O:11])=[C:4]([C:14]([F:17])([F:16])[F:15])[CH:3]=1.C[SiH](OCC)OCC. Given the product [Br:1][C:2]1[CH:7]=[CH:6][C:5]([CH2:8][CH2:9][C:10]([O:12][CH3:13])=[O:11])=[C:4]([C:14]([F:15])([F:16])[F:17])[CH:3]=1, predict the reactants needed to synthesize it. (5) Given the product [CH3:23][O:24][C:25]([C:27]1[CH:36]=[CH:35][C:34]2[C:29](=[CH:30][CH:31]=[CH:32][C:33]=2[N:37]=[CH:14][C:13]([OH:20])([C:16]([F:18])([F:19])[F:17])[CH2:12][C:11]([C:5]2[C:6]3[O:10][CH2:9][O:8][C:7]=3[C:2]([Cl:1])=[CH:3][CH:4]=2)([CH3:21])[CH3:22])[N:28]=1)=[O:26], predict the reactants needed to synthesize it. The reactants are: [Cl:1][C:2]1[C:7]2[O:8][CH2:9][O:10][C:6]=2[C:5]([C:11]([CH3:22])([CH3:21])[CH2:12][C:13]([OH:20])([C:16]([F:19])([F:18])[F:17])[CH:14]=O)=[CH:4][CH:3]=1.[CH3:23][O:24][C:25]([C:27]1[CH:36]=[CH:35][C:34]2[C:29](=[CH:30][CH:31]=[CH:32][C:33]=2[NH2:37])[N:28]=1)=[O:26]. (6) Given the product [CH3:25][CH:18]([CH2:19][CH2:20][CH2:21][CH:22]([CH3:23])[CH3:24])[CH2:17][CH2:16][N:12]1[C:11]2[CH:10]=[C:9]([O:26][CH3:27])[C:8]([C:28]3[C:29]([O:52][CH3:53])=[CH:30][C:31]4[N:32]([CH2:42][CH2:43][CH:44]([CH3:51])[CH2:45][CH2:46][CH2:47][CH:48]([CH3:50])[CH3:49])[C:33]5[C:38]([C:39]=4[CH:40]=3)=[CH:37][C:36]([C:3]3[CH:4]=[CH:5][CH:13]=[CH:14][CH:15]=3)=[CH:35][CH:34]=5)=[CH:7][C:6]=2[C:5]2[C:13]1=[CH:14][CH:15]=[C:3]([C:62]1[CH:63]=[CH:64][CH:65]=[CH:66][CH:67]=1)[CH:4]=2, predict the reactants needed to synthesize it. The reactants are: [Al].Br[C:3]1[CH:4]=[C:5]2[C:13](=[CH:14][CH:15]=1)[N:12]([CH2:16][CH2:17][CH:18]([CH3:25])[CH2:19][CH2:20][CH2:21][CH:22]([CH3:24])[CH3:23])[C:11]1[CH:10]=[C:9]([O:26][CH3:27])[C:8]([C:28]3[C:29]([O:52][CH3:53])=[CH:30][C:31]4[N:32]([CH2:42][CH2:43][CH:44]([CH3:51])[CH2:45][CH2:46][CH2:47][CH:48]([CH3:50])[CH3:49])[C:33]5[C:38]([C:39]=4[CH:40]=3)=[CH:37][C:36](Br)=[CH:35][CH:34]=5)=[CH:7][C:6]2=1.CC1(C)C(C)(C)OB([C:62]2[CH:67]=[CH:66][CH:65]=[CH:64][CH:63]=2)O1.C(=O)([O-])[O-].[K+].[K+].